This data is from Catalyst prediction with 721,799 reactions and 888 catalyst types from USPTO. The task is: Predict which catalyst facilitates the given reaction. (1) Reactant: C([O:5][C:6]([N:8]1[CH2:13][CH2:12][NH:11][CH2:10][CH2:9]1)=[O:7])(C)(C)C.[C:14]1([N:20]=C=O)[CH:19]=[CH:18][CH:17]=[CH:16][CH:15]=1.C(Cl)[Cl:24]. Product: [ClH:24].[C:14]1([NH2:20])[CH:19]=[CH:18][CH:17]=[CH:16][CH:15]=1.[N:8]1([C:6]([OH:7])=[O:5])[CH2:13][CH2:12][NH:11][CH2:10][CH2:9]1. The catalyst class is: 13. (2) Reactant: [CH:1]([O:4][C:5](=[O:39])[NH:6][C@@H:7]1[CH2:38][C:10]2[N:11]([CH2:20][C:21]3[C:22]([N:27]4C(=O)C5C(=CC=CC=5)C4=O)=[N:23][CH:24]=[CH:25][CH:26]=3)[C:12]3[CH:13]=[CH:14][C:15]([C:18]#[N:19])=[CH:16][C:17]=3[C:9]=2[CH2:8]1)([CH3:3])[CH3:2].O.NN. Product: [CH:1]([O:4][C:5](=[O:39])[NH:6][C@@H:7]1[CH2:38][C:10]2[N:11]([CH2:20][C:21]3[C:22]([NH2:27])=[N:23][CH:24]=[CH:25][CH:26]=3)[C:12]3[CH:13]=[CH:14][C:15]([C:18]#[N:19])=[CH:16][C:17]=3[C:9]=2[CH2:8]1)([CH3:3])[CH3:2]. The catalyst class is: 214. (3) Reactant: [C:1]([C:5]1[O:9][C:8]([C@@H:10]2[C@@H:14]([OH:15])[C@@H:13]([OH:16])[C@H:12]([N:17]3[CH:25]=[N:24][C:23]4[C:18]3=[N:19][CH:20]=[N:21][C:22]=4Cl)[O:11]2)=[N:7][N:6]=1)([CH3:4])([CH3:3])[CH3:2].Cl.[NH2:28][CH:29]1[CH2:34][CH2:33][O:32][CH2:31][CH2:30]1.C(N(C(C)C)CC)(C)C. Product: [C:1]([C:5]1[O:9][C:8]([C@@H:10]2[C@@H:14]([OH:15])[C@@H:13]([OH:16])[C@H:12]([N:17]3[CH:25]=[N:24][C:23]4[C:18]3=[N:19][CH:20]=[N:21][C:22]=4[NH:28][CH:29]3[CH2:34][CH2:33][O:32][CH2:31][CH2:30]3)[O:11]2)=[N:7][N:6]=1)([CH3:4])([CH3:3])[CH3:2]. The catalyst class is: 32. (4) Reactant: [Br:1][C:2]1[CH:7]=[CH:6][C:5]([N:8](C2C=CC=CC=2)[CH:9]2[CH2:14][CH2:13][N:12]([C:15]3([CH3:31])[CH2:20][CH2:19][N:18]([C:21]([C:23]4[C:28]([CH3:29])=[CH:27][CH:26]=[CH:25][C:24]=4[CH3:30])=[O:22])[CH2:17][CH2:16]3)[CH2:11][CH2:10]2)=[CH:4][CH:3]=1.Br[CH2:39][C:40]1[CH:45]=[CH:44][CH:43]=[CH:42][CH:41]=1.C([O-])([O-])=O.[K+].[K+]. Product: [CH2:39]([N:8]([C:5]1[CH:4]=[CH:3][C:2]([Br:1])=[CH:7][CH:6]=1)[CH:9]1[CH2:14][CH2:13][N:12]([C:15]2([CH3:31])[CH2:20][CH2:19][N:18]([C:21]([C:23]3[C:28]([CH3:29])=[CH:27][CH:26]=[CH:25][C:24]=3[CH3:30])=[O:22])[CH2:17][CH2:16]2)[CH2:11][CH2:10]1)[C:40]1[CH:45]=[CH:44][CH:43]=[CH:42][CH:41]=1. The catalyst class is: 39. (5) Reactant: [O:1]=[C:2]1[NH:6][C:5]2[CH:7]=[C:8]([C:11]([O:13][CH3:14])=[O:12])[CH:9]=[CH:10][C:4]=2[O:3]1.Br[CH2:16][C:17]1[CH:22]=[CH:21][C:20]([N+:23]([O-:25])=[O:24])=[C:19]([N+:26]([O-:28])=[O:27])[CH:18]=1.C(=O)([O-])[O-].[K+].[K+].O. Product: [N+:26]([C:19]1[CH:18]=[C:17]([CH:22]=[CH:21][C:20]=1[N+:23]([O-:25])=[O:24])[CH2:16][N:6]1[C:5]2[CH:7]=[C:8]([C:11]([O:13][CH3:14])=[O:12])[CH:9]=[CH:10][C:4]=2[O:3][C:2]1=[O:1])([O-:28])=[O:27]. The catalyst class is: 10. (6) Reactant: [Br:1][C:2]1[CH:3]=[N:4][CH:5]=[C:6]([N+:9]([O-:11])=[O:10])[C:7]=1Cl.[CH3:12][O:13][C:14]1[CH:19]=[CH:18][C:17]([NH2:20])=[CH:16][CH:15]=1. Product: [Br:1][C:2]1[CH:3]=[N:4][CH:5]=[C:6]([N+:9]([O-:11])=[O:10])[C:7]=1[NH:20][C:17]1[CH:18]=[CH:19][C:14]([O:13][CH3:12])=[CH:15][CH:16]=1. The catalyst class is: 96. (7) Reactant: Cl[CH2:2][CH2:3][C:4]([C:6]1[CH:11]=[CH:10][CH:9]=[CH:8][CH:7]=1)=[O:5].C([O-])([O-])=O.[K+].[K+].[CH3:18][C:19]([NH2:22])([CH3:21])[CH3:20]. Product: [C:19]([NH:22][CH2:2][CH2:3][C:4]([C:6]1[CH:11]=[CH:10][CH:9]=[CH:8][CH:7]=1)=[O:5])([CH3:21])([CH3:20])[CH3:18]. The catalyst class is: 10. (8) Reactant: [F:1][C:2]1[CH:10]=[C:9]2[C:5]([C:6]([C:20]3[CH:21]=[CH:22][C:23]([NH:26][C:27](=O)[O:28]C4C=CC=CC=4)=[N:24][CH:25]=3)=[CH:7][N:8]2[S:11]([C:14]2[CH:19]=[CH:18][CH:17]=[CH:16][CH:15]=2)(=[O:13])=[O:12])=[CH:4][CH:3]=1.[CH3:36][NH:37][CH3:38]. Product: [F:1][C:2]1[CH:10]=[C:9]2[C:5]([C:6]([C:20]3[CH:21]=[CH:22][C:23]([NH:26][C:27](=[O:28])[N:37]([CH3:38])[CH3:36])=[N:24][CH:25]=3)=[CH:7][N:8]2[S:11]([C:14]2[CH:15]=[CH:16][CH:17]=[CH:18][CH:19]=2)(=[O:13])=[O:12])=[CH:4][CH:3]=1. The catalyst class is: 3. (9) Reactant: [CH:1]1([N:4]2[C:9]3[CH:10]=[CH:11][C:12]([O:14]C)=[CH:13][C:8]=3[S:7](=[O:17])(=[O:16])[NH:6][CH2:5]2)[CH2:3][CH2:2]1.B(Br)(Br)Br.O. Product: [CH:1]1([N:4]2[C:9]3[CH:10]=[CH:11][C:12]([OH:14])=[CH:13][C:8]=3[S:7](=[O:16])(=[O:17])[NH:6][CH2:5]2)[CH2:3][CH2:2]1. The catalyst class is: 22. (10) Reactant: [F:1][C:2]1[CH:27]=[C:26]([N+:28]([O-])=O)[CH:25]=[CH:24][C:3]=1[O:4][C:5]1[N:10]=[CH:9][N:8]=[C:7]([NH:11][C:12]([N:14]2[CH2:19][CH2:18][CH:17]([N:20]3[CH2:23][CH2:22][CH2:21]3)[CH2:16][CH2:15]2)=[O:13])[CH:6]=1. Product: [NH2:28][C:26]1[CH:25]=[CH:24][C:3]([O:4][C:5]2[N:10]=[CH:9][N:8]=[C:7]([NH:11][C:12]([N:14]3[CH2:19][CH2:18][CH:17]([N:20]4[CH2:23][CH2:22][CH2:21]4)[CH2:16][CH2:15]3)=[O:13])[CH:6]=2)=[C:2]([F:1])[CH:27]=1. The catalyst class is: 129.